This data is from Forward reaction prediction with 1.9M reactions from USPTO patents (1976-2016). The task is: Predict the product of the given reaction. (1) Given the reactants ClC1C=C2C(=CC=1)[N:7](S(C1C=CC=CC=1)(=O)=O)C(C(OCC)=O)=C2S(Cl)(=O)=O.[Br:29][C:30]1[CH:31]=[C:32]2[C:36](=[CH:37][CH:38]=1)[N:35](S(C1C=CC=CC=1)(=O)=O)[C:34]([C:48]([O:50]CC)=O)=[C:33]2[S:53](Cl)(=[O:55])=[O:54].N1CCOCC1.FC(F)(F)C(O)=O.[NH:70]1[CH2:75][CH2:74][NH:73][CH2:72][C:71]1=[O:76], predict the reaction product. The product is: [Br:29][C:30]1[CH:31]=[C:32]2[C:36](=[CH:37][CH:38]=1)[NH:35][C:34]([C:48]([NH2:7])=[O:50])=[C:33]2[S:53]([N:73]1[CH2:74][CH2:75][NH:70][C:71](=[O:76])[CH2:72]1)(=[O:54])=[O:55]. (2) Given the reactants [NH2:1][C:2]1[CH:7]=[CH:6][C:5]([C:8]2[N:9]=[C:10]3[C:16]4[CH:17]=[CH:18][CH:19]=[CH:20][C:15]=4[NH:14][C:13]4[N:21]=[CH:22][CH:23]=[CH:24][C:12]=4[N:11]3[C:25]=2[C:26]2[CH:31]=[CH:30][C:29]([C:32]3([NH:36]C(=O)OC(C)(C)C)[CH2:35][CH2:34][CH2:33]3)=[CH:28][CH:27]=2)=[CH:4][CH:3]=1.[ClH:44].O1CCOCC1, predict the reaction product. The product is: [ClH:44].[ClH:44].[ClH:44].[ClH:44].[NH2:36][C:32]1([C:29]2[CH:28]=[CH:27][C:26]([C:25]3[N:11]4[C:12]5[CH:24]=[CH:23][CH:22]=[N:21][C:13]=5[NH:14][C:15]5[CH:20]=[CH:19][CH:18]=[CH:17][C:16]=5[C:10]4=[N:9][C:8]=3[C:5]3[CH:4]=[CH:3][C:2]([NH2:1])=[CH:7][CH:6]=3)=[CH:31][CH:30]=2)[CH2:33][CH2:34][CH2:35]1.